This data is from Forward reaction prediction with 1.9M reactions from USPTO patents (1976-2016). The task is: Predict the product of the given reaction. Given the reactants C([O:3][C:4](=O)[CH:5]([CH3:24])[CH:6]([N:8]([C:14]1[C:19]([N+:20]([O-])=O)=[CH:18][N:17]=[C:16]([Cl:23])[N:15]=1)[CH:9]1[CH2:13][CH2:12][CH2:11][CH2:10]1)[CH3:7])C.Cl, predict the reaction product. The product is: [Cl:23][C:16]1[N:17]=[CH:18][C:19]2[NH:20][C:4](=[O:3])[CH:5]([CH3:24])[CH:6]([CH3:7])[N:8]([CH:9]3[CH2:13][CH2:12][CH2:11][CH2:10]3)[C:14]=2[N:15]=1.